From a dataset of Catalyst prediction with 721,799 reactions and 888 catalyst types from USPTO. Predict which catalyst facilitates the given reaction. (1) Reactant: [NH2:1][C:2]1[C:11]2[N:10]=[CH:9][C:8]([CH2:12][CH2:13][C:14]3[CH:19]=[CH:18][C:17]([O:20][CH3:21])=[CH:16][C:15]=3[CH3:22])=[CH:7][C:6]=2[C:5]2[CH:23]=[CH:24][C:25]([CH:27]([OH:39])[C:28]([P:31](=[O:38])([O:35][CH2:36][CH3:37])[O:32][CH2:33][CH3:34])([F:30])[F:29])=[CH:26][C:4]=2[N:3]=1.CS(C)=O.C(OCC)(=O)C. Product: [NH2:1][C:2]1[C:11]2[N:10]=[CH:9][C:8]([CH2:12][CH2:13][C:14]3[CH:19]=[CH:18][C:17]([O:20][CH3:21])=[CH:16][C:15]=3[CH3:22])=[CH:7][C:6]=2[C:5]2[CH:23]=[CH:24][C:25]([C:27](=[O:39])[C:28]([P:31](=[O:38])([O:35][CH2:36][CH3:37])[O:32][CH2:33][CH3:34])([F:29])[F:30])=[CH:26][C:4]=2[N:3]=1. The catalyst class is: 13. (2) Reactant: Cl[C:2]1[N:7]=[C:6]([NH:8][C:9]2[CH:14]=[CH:13][C:12]([S:15]([NH:18][CH3:19])(=[O:17])=[O:16])=[CH:11][CH:10]=2)[CH:5]=[C:4]([N:20]2[CH2:24][CH2:23][CH2:22][CH2:21]2)[CH:3]=1.C(=O)([O-])[O-].[Na+].[Na+].[F:31][C:32]([F:44])([F:43])[O:33][C:34]1[CH:39]=[CH:38][C:37](B(O)O)=[CH:36][CH:35]=1.O. Product: [CH3:19][NH:18][S:15]([C:12]1[CH:13]=[CH:14][C:9]([NH:8][C:6]2[CH:5]=[C:4]([N:20]3[CH2:24][CH2:23][CH2:22][CH2:21]3)[CH:3]=[C:2]([C:37]3[CH:36]=[CH:35][C:34]([O:33][C:32]([F:31])([F:43])[F:44])=[CH:39][CH:38]=3)[N:7]=2)=[CH:10][CH:11]=1)(=[O:17])=[O:16]. The catalyst class is: 77. (3) Reactant: [NH2:1][C:2]1[CH:10]=[CH:9][C:8]([S:11]([C:14]2[CH:19]=[CH:18][C:17]([CH2:20][CH2:21][N:22]([C:39]([O:41][C:42]([CH3:45])([CH3:44])[CH3:43])=[O:40])[CH2:23][C@@H:24]([C:32]3[CH:37]=[CH:36][CH:35]=[C:34]([Cl:38])[CH:33]=3)[O:25]C3CCCCO3)=[CH:16][CH:15]=2)(=[O:13])=[O:12])=[CH:7][C:3]=1[C:4]([OH:6])=[O:5].N1C=CC=CC=1.C([O:55][CH2:56][C:57](Cl)=[O:58])(=O)C.Cl. Product: [C:42]([O:41][C:39]([N:22]([CH2:23][C@@H:24]([C:32]1[CH:37]=[CH:36][CH:35]=[C:34]([Cl:38])[CH:33]=1)[OH:25])[CH2:21][CH2:20][C:17]1[CH:18]=[CH:19][C:14]([S:11]([C:8]2[CH:9]=[CH:10][C:2]([NH:1][C:56](=[O:55])[CH2:57][OH:58])=[C:3]([CH:7]=2)[C:4]([OH:6])=[O:5])(=[O:12])=[O:13])=[CH:15][CH:16]=1)=[O:40])([CH3:45])([CH3:44])[CH3:43]. The catalyst class is: 96. (4) Reactant: [NH2:1][C:2]1[CH:10]=[CH:9][C:8]([CH3:11])=[CH:7][C:3]=1[C:4]([OH:6])=[O:5].ClCCCl.[F:16][C:17]([F:22])([F:21])[CH2:18][CH:19]=O.C(O[BH-](OC(=O)C)OC(=O)C)(=O)C.[Na+]. Product: [CH3:11][C:8]1[CH:9]=[CH:10][C:2]([NH:1][CH2:19][CH2:18][C:17]([F:22])([F:21])[F:16])=[C:3]([CH:7]=1)[C:4]([OH:6])=[O:5]. The catalyst class is: 322. (5) Reactant: C([O:8][C:9]1[C:10]([N:16]2[CH2:20][CH2:19][CH2:18][CH2:17]2)=[N:11][C:12]([CH3:15])=[CH:13][CH:14]=1)C1C=CC=CC=1. Product: [CH3:15][C:12]1[N:11]=[C:10]([N:16]2[CH2:20][CH2:19][CH2:18][CH2:17]2)[C:9]([OH:8])=[CH:14][CH:13]=1. The catalyst class is: 50. (6) Reactant: B(Br)(Br)Br.[Br:5][C:6]1[C:15]([O:16]C)=[CH:14][CH:13]=[C:12]2[C:7]=1[CH:8]=[CH:9][N:10]=[C:11]2[Cl:18].N. Product: [Br:5][C:6]1[C:15]([OH:16])=[CH:14][CH:13]=[C:12]2[C:7]=1[CH:8]=[CH:9][N:10]=[C:11]2[Cl:18]. The catalyst class is: 4. (7) Reactant: Br[C:2]1[CH:7]=[CH:6][C:5]([C:8]2[N:12]([CH2:13][C@@H:14]3[CH2:18][CH2:17][N:16]([C:19]([CH:21]4[CH2:23][CH2:22]4)=[O:20])[CH2:15]3)[CH:11]=[N:10][N:9]=2)=[CH:4][CH:3]=1.B1(B2OC(C)(C)C(C)(C)O2)OC(C)(C)C(C)(C)O1.CC([O-])=O.[K+].Br[C:48]1[CH:49]=[CH:50][C:51]2[O:55][CH2:54][CH2:53][C:52]=2[CH:56]=1.C([O-])([O-])=O.[K+].[K+]. Product: [CH:21]1([C:19]([N:16]2[CH2:17][CH2:18][C@@H:14]([CH2:13][N:12]3[CH:11]=[N:10][N:9]=[C:8]3[C:5]3[CH:6]=[CH:7][C:2]([C:48]4[CH:49]=[CH:50][C:51]5[O:55][CH2:54][CH2:53][C:52]=5[CH:56]=4)=[CH:3][CH:4]=3)[CH2:15]2)=[O:20])[CH2:23][CH2:22]1. The catalyst class is: 75.